From a dataset of Full USPTO retrosynthesis dataset with 1.9M reactions from patents (1976-2016). Predict the reactants needed to synthesize the given product. Given the product [Br:19][C:11]1[CH:10]=[C:9]([CH2:8][N:4]2[CH2:5][CH2:6][CH2:7][O:1][CH2:2][CH2:3]2)[N:17]2[C:12]=1[C:13]([NH2:18])=[N:14][CH:15]=[N:16]2, predict the reactants needed to synthesize it. The reactants are: [O:1]1[CH2:7][CH2:6][CH2:5][N:4]([CH2:8][C:9]2[N:17]3[C:12]([C:13]([NH2:18])=[N:14][CH:15]=[N:16]3)=[CH:11][CH:10]=2)[CH2:3][CH2:2]1.[Br:19]N1C(C)(C)C(=O)N(Br)C1=O.